From a dataset of Forward reaction prediction with 1.9M reactions from USPTO patents (1976-2016). Predict the product of the given reaction. (1) Given the reactants CO[C:3](=[O:23])[C:4]1[C:9]([Cl:10])=[CH:8][C:7]([Cl:11])=[CH:6][C:5]=1[NH:12][C:13](=[O:22])[CH:14]([C:16]1[CH:21]=[CH:20][CH:19]=[CH:18][CH:17]=1)[CH3:15].[Li+].C[Si]([N-][Si](C)(C)C)(C)C.C[Si](C)(C)[N-][Si](C)(C)C.[Li]CCCC, predict the reaction product. The product is: [Cl:10][C:9]1[CH:8]=[C:7]([Cl:11])[CH:6]=[C:5]2[C:4]=1[C:3](=[O:23])[C:14]([CH3:15])([C:16]1[CH:17]=[CH:18][CH:19]=[CH:20][CH:21]=1)[C:13](=[O:22])[NH:12]2. (2) Given the reactants [C:1]([O:4][CH2:5][CH2:6][CH2:7][CH2:8][CH2:9][C:10](Cl)=[O:11])(=[O:3])[CH3:2].[Cl-].[Al+3].[Cl-].[Cl-].[CH2:17]1[C:27]2=[C:28]3[C:23](=[CH:24][CH:25]=[CH:26]2)[CH2:22][CH2:21][CH2:20][N:19]3[C:18]1=[O:29].O, predict the reaction product. The product is: [C:1]([O:4][CH2:5][CH2:6][CH2:7][CH2:8][CH2:9][C:10]([CH:21]1[CH2:22][C:23]2[C:28]3=[C:27]([CH2:17][C:18](=[O:29])[N:19]3[CH2:20]1)[CH:26]=[CH:25][CH:24]=2)=[O:11])(=[O:3])[CH3:2]. (3) Given the reactants C([O:3][C:4]([C:6]1[C:7]2[CH2:15][CH2:14][CH2:13][CH2:12][C:8]=2[S:9][C:10]=1[NH2:11])=O)C.[CH:16]([NH2:18])=O, predict the reaction product. The product is: [N:11]1[C:10]2[S:9][C:8]3[CH2:12][CH2:13][CH2:14][CH2:15][C:7]=3[C:6]=2[C:4]([OH:3])=[N:18][CH:16]=1. (4) Given the reactants [Br:1][C:2]1[CH:7]=[CH:6][C:5]([O:8][CH3:9])=[CH:4][C:3]=1[CH2:10][NH2:11].[O:12](C(OC(C)(C)C)=O)[C:13]([O:15][C:16]([CH3:19])([CH3:18])[CH3:17])=O, predict the reaction product. The product is: [Br:1][C:2]1[CH:7]=[CH:6][C:5]([O:8][CH3:9])=[CH:4][C:3]=1[CH2:10][NH:11][C:13](=[O:12])[O:15][C:16]([CH3:19])([CH3:18])[CH3:17]. (5) Given the reactants CC1(C)[O:9][C:7](=[O:8])[CH2:6][C:4](=O)O1.[Cl:11][C:12]1[CH:19]=[C:18]([Cl:20])[CH:17]=[C:16]([Cl:21])[C:13]=1C=O, predict the reaction product. The product is: [Cl:11][C:12]1[CH:19]=[C:18]([Cl:20])[CH:17]=[C:16]([Cl:21])[C:13]=1[CH2:4][CH2:6][C:7]([OH:9])=[O:8]. (6) Given the reactants [S:1]1[C:10]2[C:5](=[CH:6][CH:7]=[CH:8][CH:9]=2)[C:4](=[O:11])[CH2:3][CH2:2]1.[CH2:12]=[O:13].[C:14](=[O:17])([O-])[O-].[K+].[K+], predict the reaction product. The product is: [OH:13][CH2:12][C:3]1([CH2:14][OH:17])[C:4](=[O:11])[C:5]2[C:10](=[CH:9][CH:8]=[CH:7][CH:6]=2)[S:1][CH2:2]1.